This data is from Forward reaction prediction with 1.9M reactions from USPTO patents (1976-2016). The task is: Predict the product of the given reaction. (1) The product is: [CH3:1][O:2][C:3]1[CH:4]=[C:5]2[C:10](=[CH:11][C:12]=1[O:13][CH2:14][CH2:15][CH2:16][N:19]1[CH2:24][CH2:23][O:22][CH2:21][CH2:20]1)[N:9]=[CH:8][NH:7][C:6]2=[O:18]. Given the reactants [CH3:1][O:2][C:3]1[CH:4]=[C:5]2[C:10](=[CH:11][C:12]=1[O:13][CH2:14][CH2:15][CH2:16]Cl)[N:9]=[CH:8][NH:7][C:6]2=[O:18].[NH:19]1[CH2:24][CH2:23][O:22][CH2:21][CH2:20]1.[OH-].[Na+], predict the reaction product. (2) Given the reactants [C:1]([C:3]1[N:8]=[C:7]2[NH:9][CH:10]=[CH:11][C:6]2=[CH:5][CH:4]=1)#[CH:2].[C:12](O)(=[O:14])C.C1N2CN3CN(C2)CN1C3.C(=O)([O-])O.[Na+], predict the reaction product. The product is: [C:1]([C:3]1[N:8]=[C:7]2[NH:9][CH:10]=[C:11]([CH:12]=[O:14])[C:6]2=[CH:5][CH:4]=1)#[CH:2].